From a dataset of Full USPTO retrosynthesis dataset with 1.9M reactions from patents (1976-2016). Predict the reactants needed to synthesize the given product. (1) Given the product [Cl:1][C:2]1[C:7]([O:8][CH2:9][CH3:10])=[CH:6][CH:5]=[C:4]([F:11])[C:3]=1[C:12]1[CH:13]=[C:14]2[C:19](=[CH:20][CH:21]=1)[N:18]=[C:17]([NH:22][C@@H:23]1[CH2:27][CH2:26][CH2:25][C@@H:24]1[NH:28][C:29](=[O:32])[C:30]#[CH:31])[N:16]=[CH:15]2, predict the reactants needed to synthesize it. The reactants are: [Cl:1][C:2]1[C:7]([O:8][CH2:9][CH3:10])=[CH:6][CH:5]=[C:4]([F:11])[C:3]=1[C:12]1[CH:13]=[C:14]2[C:19](=[CH:20][CH:21]=1)[N:18]=[C:17]([NH:22][C@@H:23]1[CH2:27][CH2:26][CH2:25][C@@H:24]1[NH2:28])[N:16]=[CH:15]2.[C:29](O)(=[O:32])[C:30]#[CH:31].CN(C(ON1N=NC2C=CC=NC1=2)=[N+](C)C)C.F[P-](F)(F)(F)(F)F.CCN(C(C)C)C(C)C. (2) Given the product [CH3:1][O:2][CH2:3][O:4][C:5]1[C:22]([CH3:23])=[CH:21][CH:20]=[C:7]2[C:6]=1[CH:35]([OH:36])[N:10]([C:11]([CH3:19])([C:13]1[CH:14]=[CH:15][CH:16]=[CH:17][CH:18]=1)[CH3:12])[C:8]2=[O:9], predict the reactants needed to synthesize it. The reactants are: [CH3:1][O:2][CH2:3][O:4][C:5]1[CH:6]=[C:7]([CH:20]=[CH:21][C:22]=1[CH3:23])[C:8]([NH:10][C:11]([CH3:19])([C:13]1[CH:18]=[CH:17][CH:16]=[CH:15][CH:14]=1)[CH3:12])=[O:9].CN(CCN(C)C)C.CN([CH:35]=[O:36])C. (3) Given the product [CH3:1][O:2][C:3]1[C:8]2[N:9]([CH2:16][O:17][CH3:18])[C:10]([C:12]([F:15])([F:13])[F:14])=[N:11][C:7]=2[C:6]([C:19]2[C:20]([CH3:25])([CH3:26])[C:21](=[O:23])[NH:30][N:29]=2)=[CH:5][CH:4]=1, predict the reactants needed to synthesize it. The reactants are: [CH3:1][O:2][C:3]1[C:8]2[N:9]([CH2:16][O:17][CH3:18])[C:10]([C:12]([F:15])([F:14])[F:13])=[N:11][C:7]=2[C:6]([C:19](=O)[C:20]([CH3:26])([CH3:25])[C:21]([O:23]C)=O)=[CH:5][CH:4]=1.O.[NH2:29][NH2:30]. (4) The reactants are: [CH3:1][O:2][C:3]1[C:4]([C:9]2[CH2:10][CH2:11][N:12]([C:15]([O:17][C:18]([CH3:21])([CH3:20])[CH3:19])=[O:16])[CH2:13][CH:14]=2)=[N:5][CH:6]=[CH:7][CH:8]=1.[H][H]. Given the product [CH3:1][O:2][C:3]1[C:4]([CH:9]2[CH2:14][CH2:13][N:12]([C:15]([O:17][C:18]([CH3:21])([CH3:20])[CH3:19])=[O:16])[CH2:11][CH2:10]2)=[N:5][CH:6]=[CH:7][CH:8]=1, predict the reactants needed to synthesize it.